The task is: Binary Classification. Given a miRNA mature sequence and a target amino acid sequence, predict their likelihood of interaction.. This data is from Experimentally validated miRNA-target interactions with 360,000+ pairs, plus equal number of negative samples. (1) The miRNA is mmu-miR-292a-5p with sequence ACUCAAACUGGGGGCUCUUUUG. The protein sequence of the target gene is MSQAELSTCSAPQTQRIFQEAVRKGNTQELQSLLQNMTNCEFNVNSFGPEGQTALHQSVIDGNLELVKLLVKFGADIRLANRDGWSALHIAAFGGHQDIVLYLITKAKYAASGR. Result: 0 (no interaction). (2) The miRNA is hsa-miR-1301-3p with sequence UUGCAGCUGCCUGGGAGUGACUUC. The protein sequence of the target gene is MMDQARSAFSNLFGGEPLSYTRFSLARQVDGDNSHVEMKLAVDEEENADNNTKANVTKPKRCSGSICYGTIAVIVFFLIGFMIGYLGYCKGVEPKTECERLAGTESPVREEPGEDFPAARRLYWDDLKRKLSEKLDSTDFTGTIKLLNENSYVPREAGSQKDENLALYVENQFREFKLSKVWRDQHFVKIQVKDSAQNSVIIVDKNGRLVYLVENPGGYVAYSKAATVTGKLVHANFGTKKDFEDLYTPVNGSIVIVRAGKITFAEKVANAESLNAIGVLIYMDQTKFPIVNAELSFFGH.... Result: 1 (interaction).